From a dataset of Full USPTO retrosynthesis dataset with 1.9M reactions from patents (1976-2016). Predict the reactants needed to synthesize the given product. The reactants are: Br[C:2]1[CH:7]=[CH:6][C:5]([N:8]([C:25](=[O:34])/[CH:26]=[CH:27]/[C:28]2[CH:33]=[CH:32][CH:31]=[CH:30][CH:29]=2)[CH2:9][C:10]([N:12]2[CH2:16][CH2:15][C@H:14]([NH:17][C:18](=[O:24])[O:19][C:20]([CH3:23])([CH3:22])[CH3:21])[CH2:13]2)=[O:11])=[CH:4][CH:3]=1.C([O-])(=O)C.[K+].[B:40]1([B:40]2[O:44][C:43]([CH3:46])([CH3:45])[C:42]([CH3:48])([CH3:47])[O:41]2)[O:44][C:43]([CH3:46])([CH3:45])[C:42]([CH3:48])([CH3:47])[O:41]1. Given the product [CH3:47][C:42]1([CH3:48])[C:43]([CH3:46])([CH3:45])[O:44][B:40]([C:2]2[CH:7]=[CH:6][C:5]([N:8]([C:25](=[O:34])/[CH:26]=[CH:27]/[C:28]3[CH:33]=[CH:32][CH:31]=[CH:30][CH:29]=3)[CH2:9][C:10]([N:12]3[CH2:16][CH2:15][C@H:14]([NH:17][C:18](=[O:24])[O:19][C:20]([CH3:23])([CH3:22])[CH3:21])[CH2:13]3)=[O:11])=[CH:4][CH:3]=2)[O:41]1, predict the reactants needed to synthesize it.